This data is from Full USPTO retrosynthesis dataset with 1.9M reactions from patents (1976-2016). The task is: Predict the reactants needed to synthesize the given product. (1) The reactants are: [Cl:1][C:2]1[CH:3]=[CH:4][C:5]([O:33][CH3:34])=[C:6]([CH:32]=1)[CH2:7][C@@H:8]1[C:14](=[O:15])[N:13]([S:16]([C:19]2[CH:24]=[CH:23][C:22]([Cl:25])=[CH:21][CH:20]=2)(=[O:18])=[O:17])[C@H:12]([CH2:26]CC(O)=O)[C:11](=[O:31])[NH:10][CH2:9]1.ClC1C=CC(OC)=C(C=1)/C=C1\CNC(=O)[C@@H](CCC(OCC2C=CC=CC=2)=O)N(S(C2C=CC(Cl)=CC=2)(=O)=O)[C:48]\1=[O:49].FC1C=CC(OC)=C(C=1)/C=C1/C(=O)N(S(C2C=CC(Cl)=CC=2)(=O)=O)C(COC)C(=O)NC/1. Given the product [Cl:1][C:2]1[CH:3]=[CH:4][C:5]([O:33][CH3:34])=[C:6]([CH:32]=1)[CH2:7][C@H:8]1[CH2:9][NH:10][C:11](=[O:31])[C@@H:12]([CH2:26][O:49][CH3:48])[N:13]([S:16]([C:19]2[CH:24]=[CH:23][C:22]([Cl:25])=[CH:21][CH:20]=2)(=[O:18])=[O:17])[C:14]1=[O:15], predict the reactants needed to synthesize it. (2) The reactants are: [CH3:1][O:2][C:3]1[CH:8]=[C:7]([I:9])[CH:6]=[C:5]([O:10][CH3:11])[C:4]=1[OH:12].C(=O)([O-])[O-].[K+].[K+].I[CH:20]([CH3:22])[CH3:21]. Given the product [CH3:11][O:10][C:5]1[CH:6]=[C:7]([I:9])[CH:8]=[C:3]([O:2][CH3:1])[C:4]=1[O:12][CH:20]([CH3:22])[CH3:21], predict the reactants needed to synthesize it. (3) Given the product [ClH:1].[Cl:1][C:2]1[CH:3]=[C:4]([C@H:8]2[O:9][CH2:10][CH2:11][N:12]([CH2:14][C@H:15]([O:20][C:29](=[O:30])[NH:28][C:25]3[CH:26]=[CH:27][C:22]([Cl:21])=[C:23]([F:31])[CH:24]=3)[C:16]([F:18])([F:19])[F:17])[CH2:13]2)[CH:5]=[CH:6][CH:7]=1, predict the reactants needed to synthesize it. The reactants are: [Cl:1][C:2]1[CH:3]=[C:4]([C@@H:8]2[CH2:13][N:12]([CH2:14][C@H:15]([OH:20])[C:16]([F:19])([F:18])[F:17])[CH2:11][CH2:10][O:9]2)[CH:5]=[CH:6][CH:7]=1.[Cl:21][C:22]1[CH:27]=[CH:26][C:25]([N:28]=[C:29]=[O:30])=[CH:24][C:23]=1[F:31].